Dataset: Catalyst prediction with 721,799 reactions and 888 catalyst types from USPTO. Task: Predict which catalyst facilitates the given reaction. (1) Reactant: [CH3:1][C:2]1([CH3:27])[O:6][C@H:5]([C:7]([N:9]2[CH2:13][C@@H:12]([C:14]3[CH:19]=[CH:18][C:17]([O:20][CH3:21])=[C:16]([OH:22])[CH:15]=3)[C@@:11]([C@H:24]([OH:26])[CH3:25])([CH3:23])[CH2:10]2)=[O:8])[CH2:4][O:3]1.C(=O)([O-])[O-].[K+].[K+].CS(O[CH:39]1[CH2:42][N:41]([CH:43]([C:50]2[CH:55]=[CH:54][CH:53]=[CH:52][CH:51]=2)[C:44]2[CH:49]=[CH:48][CH:47]=[CH:46][CH:45]=2)[CH2:40]1)(=O)=O.C(OCC)(=O)C. Product: [CH3:27][C:2]1([CH3:1])[O:6][C@H:5]([C:7]([N:9]2[CH2:13][C@@H:12]([C:14]3[CH:19]=[CH:18][C:17]([O:20][CH3:21])=[C:16]([O:22][CH:39]4[CH2:42][N:41]([CH:43]([C:44]5[CH:49]=[CH:48][CH:47]=[CH:46][CH:45]=5)[C:50]5[CH:55]=[CH:54][CH:53]=[CH:52][CH:51]=5)[CH2:40]4)[CH:15]=3)[C@@:11]([C@H:24]([OH:26])[CH3:25])([CH3:23])[CH2:10]2)=[O:8])[CH2:4][O:3]1. The catalyst class is: 10. (2) The catalyst class is: 18. Product: [CH3:20][N:19]1[C:15]([C@H:8]([C:5]2[CH:4]=[CH:3][C:2]([O:1][CH2:22][C:23]3[CH:32]=[CH:31][C:30]4[C:29]([CH3:34])([CH3:33])[CH2:28][CH2:27][C:26]([CH3:36])([CH3:35])[C:25]=4[CH:24]=3)=[CH:7][CH:6]=2)[CH2:9][C:10]([OH:12])=[O:11])=[CH:16][N:17]=[CH:18]1. Reactant: [OH:1][C:2]1[CH:7]=[CH:6][C:5]([C@@H:8]([C:15]2[N:19]([CH3:20])[CH:18]=[N:17][CH:16]=2)[CH2:9][C:10]([O:12]CC)=[O:11])=[CH:4][CH:3]=1.Br[CH2:22][C:23]1[CH:24]=[C:25]2[C:30](=[CH:31][CH:32]=1)[C:29]([CH3:34])([CH3:33])[CH2:28][CH2:27][C:26]2([CH3:36])[CH3:35].C(=O)([O-])[O-].[Cs+].[Cs+].[Li+].[OH-]. (3) Reactant: COC(=O)[CH2:4][NH:5][CH2:6][C@H:7]([NH:14][C:15]([O:17]CC1C=CC=CC=1)=O)[CH:8]1[CH2:13][CH2:12][CH2:11][CH2:10][CH2:9]1.N#N. Product: [CH:8]1([C@H:7]2[NH:14][C:15](=[O:17])[CH2:4][NH:5][CH2:6]2)[CH2:13][CH2:12][CH2:11][CH2:10][CH2:9]1. The catalyst class is: 687. (4) Reactant: C1(P(C2CCCCC2)C2C=CC=CC=2C2C(OC)=CC=CC=2OC)CCCCC1.C([O:32][C:33](=[O:54])[CH2:34][C:35]1[CH:40]=[CH:39][C:38]([O:41][CH:42]([CH3:44])[CH3:43])=[C:37](B2OC(C)(C)C(C)(C)O2)[CH:36]=1)C.P([O-])([O-])([O-])=O.[K+].[K+].[K+].[CH2:63]([O:70][C:71]([N:73]1[CH2:82][CH2:81][C:80]2[C:75](=[C:76](Cl)[CH:77]=[CH:78][C:79]=2[C:83]#[N:84])[CH2:74]1)=[O:72])[C:64]1[CH:69]=[CH:68][CH:67]=[CH:66][CH:65]=1. Product: [CH2:63]([O:70][C:71]([N:73]1[CH2:82][CH2:81][C:80]2[C:75](=[C:76]([C:37]3[CH:36]=[C:35]([CH2:34][C:33]([OH:32])=[O:54])[CH:40]=[CH:39][C:38]=3[O:41][CH:42]([CH3:43])[CH3:44])[CH:77]=[CH:78][C:79]=2[C:83]#[N:84])[CH2:74]1)=[O:72])[C:64]1[CH:69]=[CH:68][CH:67]=[CH:66][CH:65]=1. The catalyst class is: 498. (5) Reactant: [Br:1][C:2]1[CH:7]=[CH:6][C:5]([NH:8][C:9]2[N:13]([CH2:14][CH2:15][CH2:16][C:17](OCC)=[O:18])[C:12]3[C:22]([CH:27]([CH2:30][CH3:31])[CH2:28][CH3:29])=[CH:23][CH:24]=[C:25]([Cl:26])[C:11]=3[N:10]=2)=[C:4]([CH3:32])[CH:3]=1.[BH4-].[Li+]. Product: [Br:1][C:2]1[CH:7]=[CH:6][C:5]([NH:8][C:9]2[N:13]([CH2:14][CH2:15][CH2:16][CH2:17][OH:18])[C:12]3[C:22]([CH:27]([CH2:30][CH3:31])[CH2:28][CH3:29])=[CH:23][CH:24]=[C:25]([Cl:26])[C:11]=3[N:10]=2)=[C:4]([CH3:32])[CH:3]=1. The catalyst class is: 7. (6) Reactant: [CH3:1][O:2][C:3]1[CH:8]=[C:7]([CH2:9][C:10]2[C:15](=[O:16])[NH:14][C:13]([CH3:17])=[N:12][C:11]=2[CH2:18][CH2:19][CH3:20])[CH:6]=[CH:5][C:4]=1[C:21]1[C:22]([C:27]#[N:28])=[CH:23][CH:24]=[CH:25][CH:26]=1.[CH:29]([O:32][C:33]1[CH:38]=[CH:37][C:36](B(O)O)=[CH:35][CH:34]=1)([CH3:31])[CH3:30].C([N:44](CC)CC)C.N1C=CC=CC=1.[C:55]([O:58]CC)(=[O:57])C. Product: [CH:29]([O:32][C:33]1[CH:38]=[CH:37][C:36]([N:14]2[C:15](=[O:16])[C:10]([CH2:9][C:7]3[CH:6]=[CH:5][C:4]([C:21]4[CH:26]=[CH:25][CH:24]=[CH:23][C:22]=4[C:27]4[NH:44][C:55](=[O:57])[O:58][N:28]=4)=[C:3]([O:2][CH3:1])[CH:8]=3)=[C:11]([CH2:18][CH2:19][CH3:20])[N:12]=[C:13]2[CH3:17])=[CH:35][CH:34]=1)([CH3:31])[CH3:30]. The catalyst class is: 221. (7) Reactant: [CH3:1][O:2][C@H:3]1[C@@H:8]([NH:9][C@@H:10]2[CH2:17][C@H:13]3[O:14][CH2:15][CH2:16][C@@:12]3([C:18]([N:20]3[CH2:25][CH2:24][N:23](C(OCC4C=CC=CC=4)=O)[CH2:22][CH2:21]3)=[O:19])[CH2:11]2)[CH2:7][CH2:6][O:5][CH2:4]1.[H][H]. Product: [CH3:1][O:2][C@H:3]1[C@@H:8]([NH:9][C@@H:10]2[CH2:17][C@H:13]3[O:14][CH2:15][CH2:16][C@@:12]3([C:18]([N:20]3[CH2:21][CH2:22][NH:23][CH2:24][CH2:25]3)=[O:19])[CH2:11]2)[CH2:7][CH2:6][O:5][CH2:4]1. The catalyst class is: 29. (8) Reactant: COC1C=CC(C[C:8]2[C:16]([O:17][C:18](=[O:34])[C@H:19]([CH:31]([CH3:33])[CH3:32])[NH:20][C:21]([O:23][CH2:24][C:25]3[CH:30]=[CH:29][CH:28]=[CH:27][CH:26]=3)=[O:22])=[CH:15][CH:14]=[CH:13][C:9]=2[C:10]([O-:12])=[O:11])=CC=1.FC(F)(F)C(O)=O. Product: [CH2:24]([O:23][C:21]([NH:20][C@H:19]([C:18]([O:17][C:16]1[CH:8]=[C:9]([CH:13]=[CH:14][CH:15]=1)[C:10]([OH:12])=[O:11])=[O:34])[CH:31]([CH3:33])[CH3:32])=[O:22])[C:25]1[CH:30]=[CH:29][CH:28]=[CH:27][CH:26]=1. The catalyst class is: 4. (9) Reactant: Cl[C:2]1[C:11]2[C:6](=[CH:7][N:8]=[C:9]([F:12])[CH:10]=2)[N:5]=[CH:4][C:3]=1[C:13]#[N:14].[O:15]([C:22]1[CH:28]=[CH:27][C:25]([NH2:26])=[CH:24][CH:23]=1)[C:16]1[CH:21]=[CH:20][CH:19]=[CH:18][CH:17]=1.C(=O)(O)[O-].[Na+]. Product: [F:12][C:9]1[CH:10]=[C:11]2[C:6](=[CH:7][N:8]=1)[N:5]=[CH:4][C:3]([C:13]#[N:14])=[C:2]2[NH:26][C:25]1[CH:24]=[CH:23][C:22]([O:15][C:16]2[CH:21]=[CH:20][CH:19]=[CH:18][CH:17]=2)=[CH:28][CH:27]=1. The catalyst class is: 430.